This data is from Reaction yield outcomes from USPTO patents with 853,638 reactions. The task is: Predict the reaction yield, written as a fraction of the theoretical maximum amount of product (1.0 means a 100% yield; for example, 0.34 means a 34% yield). (1) The reactants are [NH2:1][CH2:2][CH:3]([OH:5])[CH3:4].[CH3:6][C:7]([O:10][C:11](O[C:11]([O:10][C:7]([CH3:9])([CH3:8])[CH3:6])=[O:12])=[O:12])([CH3:9])[CH3:8]. The catalyst is C(Cl)Cl. The product is [CH3:4][CH:3]([OH:5])[CH2:2][NH:1][C:11]([O:10][C:7]([CH3:9])([CH3:8])[CH3:6])=[O:12]. The yield is 0.986. (2) The product is [Br:1][C:13]1[CH:14]=[C:15]([C:16]([F:17])([F:19])[F:18])[C:10]([NH2:9])=[N:11][CH:12]=1. The catalyst is CN(C=O)C. The yield is 0.846. The reactants are [Br:1]N1C(=O)CCC1=O.[NH2:9][C:10]1[C:15]([C:16]([F:19])([F:18])[F:17])=[CH:14][CH:13]=[CH:12][N:11]=1. (3) The reactants are C1(C)C=CC(S(O[CH:11]([CH2:13]/[CH:14]=[CH:15]/[C:16]2[CH:17]=[N:18][CH:19]=[C:20]([O:22][CH3:23])[CH:21]=2)[CH3:12])(=O)=O)=CC=1.[CH3:25][NH2:26]. The catalyst is C(O)C. The product is [CH3:25][NH:26][CH:11]([CH2:13]/[CH:14]=[CH:15]/[C:16]1[CH:17]=[N:18][CH:19]=[C:20]([O:22][CH3:23])[CH:21]=1)[CH3:12]. The yield is 0.418. (4) The reactants are Br[C:2]1[CH:18]=[CH:17][C:5]([O:6][Si:7]([CH:14]([CH3:16])[CH3:15])([CH:11]([CH3:13])[CH3:12])[CH:8]([CH3:10])[CH3:9])=[CH:4][C:3]=1[C:19]([CH3:22])([CH3:21])[CH3:20].C([Li])(C)(C)C.CCCCC.Cl[C:34]([O:36][CH2:37][CH3:38])=[O:35]. The catalyst is CCOCC. The product is [C:19]([C:3]1[CH:4]=[C:5]([O:6][Si:7]([CH:14]([CH3:16])[CH3:15])([CH:11]([CH3:12])[CH3:13])[CH:8]([CH3:9])[CH3:10])[CH:17]=[CH:18][C:2]=1[C:34]([O:36][CH2:37][CH3:38])=[O:35])([CH3:22])([CH3:20])[CH3:21]. The yield is 0.880.